This data is from Catalyst prediction with 721,799 reactions and 888 catalyst types from USPTO. The task is: Predict which catalyst facilitates the given reaction. (1) Reactant: [C:1]1([C:7]2([C:13]3[CH:18]=[CH:17][CH:16]=[CH:15][CH:14]=3)[CH2:12][CH2:11][CH2:10][NH:9][CH2:8]2)[CH:6]=[CH:5][CH:4]=[CH:3][CH:2]=1.[O:19]=[C:20]1[C:24]([C:31]2[CH:36]=[CH:35][CH:34]=[CH:33][CH:32]=2)([C:25]2[CH:30]=[CH:29][CH:28]=[CH:27][CH:26]=2)[CH2:23][CH2:22][N:21]1[CH2:37][C:38](O)=[O:39].Cl.C(N=C=NCCCN(C)C)C. Product: [C:1]1([C:7]2([C:13]3[CH:18]=[CH:17][CH:16]=[CH:15][CH:14]=3)[CH2:12][CH2:11][CH2:10][N:9]([C:38](=[O:39])[CH2:37][N:21]3[CH2:22][CH2:23][C:24]([C:25]4[CH:30]=[CH:29][CH:28]=[CH:27][CH:26]=4)([C:31]4[CH:36]=[CH:35][CH:34]=[CH:33][CH:32]=4)[C:20]3=[O:19])[CH2:8]2)[CH:2]=[CH:3][CH:4]=[CH:5][CH:6]=1. The catalyst class is: 112. (2) Reactant: [CH:1]([C:9]1[CH:14]=[CH:13][C:12]([C:15]2[C:19]3[CH2:20][C:21]4[S:22][CH:23]=[CH:24][C:25]=4[C:18]=3[N:17](COCC[Si](C)(C)C)[N:16]=2)=[CH:11][CH:10]=1)=[CH:2][C:3]1[CH:8]=[CH:7][CH:6]=[CH:5][CH:4]=1.Cl. Product: [CH:1]([C:9]1[CH:10]=[CH:11][C:12]([C:15]2[C:19]3[CH2:20][C:21]4[S:22][CH:23]=[CH:24][C:25]=4[C:18]=3[NH:17][N:16]=2)=[CH:13][CH:14]=1)=[CH:2][C:3]1[CH:4]=[CH:5][CH:6]=[CH:7][CH:8]=1. The catalyst class is: 5.